This data is from Full USPTO retrosynthesis dataset with 1.9M reactions from patents (1976-2016). The task is: Predict the reactants needed to synthesize the given product. Given the product [C:1]([O:5][C:6](=[O:31])[C@@H:7]([CH:28]([CH3:30])[CH3:29])[N:8]([CH2:23][CH2:24][CH:25]([CH3:26])[CH3:27])[S:9]([C:12]1[CH:21]=[CH:20][C:19]2[C:14](=[CH:15][CH:16]=[C:17]([O:22][S:39]([C:42]([F:45])([F:44])[F:43])(=[O:41])=[O:40])[CH:18]=2)[CH:13]=1)(=[O:11])=[O:10])([CH3:3])([CH3:4])[CH3:2].[O-:46][S:39]([C:42]([F:45])([F:44])[F:43])(=[O:41])=[O:40], predict the reactants needed to synthesize it. The reactants are: [C:1]([O:5][C:6](=[O:31])[C@@H:7]([CH:28]([CH3:30])[CH3:29])[N:8]([CH2:23][CH2:24][CH:25]([CH3:27])[CH3:26])[S:9]([C:12]1[CH:21]=[CH:20][C:19]2[C:14](=[CH:15][CH:16]=[C:17]([OH:22])[CH:18]=2)[CH:13]=1)(=[O:11])=[O:10])([CH3:4])([CH3:3])[CH3:2].C(N(CC)CC)C.[S:39]([O:46]S(C(F)(F)F)(=O)=O)([C:42]([F:45])([F:44])[F:43])(=[O:41])=[O:40].